From a dataset of Forward reaction prediction with 1.9M reactions from USPTO patents (1976-2016). Predict the product of the given reaction. Given the reactants [CH3:1][N:2]1[C:6]([N:7]2[C:11]3=[N:12][CH:13]=[CH:14][CH:15]=[C:10]3[CH:9]=[CH:8]2)=[C:5](/[CH:16]=[CH:17]/[C:18]([O:20][CH2:21][CH3:22])=[O:19])[C:4]([CH3:23])=[N:3]1.[H][H], predict the reaction product. The product is: [CH3:1][N:2]1[C:6]([N:7]2[C:11]3=[N:12][CH:13]=[CH:14][CH:15]=[C:10]3[CH:9]=[CH:8]2)=[C:5]([CH2:16][CH2:17][C:18]([O:20][CH2:21][CH3:22])=[O:19])[C:4]([CH3:23])=[N:3]1.